Dataset: Full USPTO retrosynthesis dataset with 1.9M reactions from patents (1976-2016). Task: Predict the reactants needed to synthesize the given product. (1) Given the product [CH3:1][O:2][C:3]1[CH:4]=[C:5]([C:11]2[CH:16]=[CH:15][CH:14]=[CH:13][C:12]=2[NH2:17])[CH:6]=[CH:7][C:8]=1[O:9][CH3:10], predict the reactants needed to synthesize it. The reactants are: [CH3:1][O:2][C:3]1[CH:4]=[C:5]([C:11]2[CH:16]=[CH:15][CH:14]=[CH:13][C:12]=2[N+:17]([O-])=O)[CH:6]=[CH:7][C:8]=1[O:9][CH3:10].O.NN. (2) Given the product [NH2:10][C@:11]([CH3:34])([CH2:14][CH2:15][C:16]1[N:17]([CH3:33])[C:18]([C:21](=[O:32])[CH2:22][CH2:23][CH2:24][C:25]2[CH:30]=[CH:29][C:28]([CH3:31])=[CH:27][CH:26]=2)=[CH:19][CH:20]=1)[CH2:12][OH:13], predict the reactants needed to synthesize it. The reactants are: C(O)(=O)/C=C/C(O)=O.Cl.[NH2:10][C@:11]([CH3:34])([CH2:14][CH2:15][C:16]1[N:17]([CH3:33])[C:18]([C:21](=[O:32])[CH2:22][CH2:23][CH2:24][C:25]2[CH:30]=[CH:29][C:28]([CH3:31])=[CH:27][CH:26]=2)=[CH:19][CH:20]=1)[CH2:12][OH:13].